Dataset: Retrosynthesis with 50K atom-mapped reactions and 10 reaction types from USPTO. Task: Predict the reactants needed to synthesize the given product. (1) The reactants are: COC(=O)CCc1ccc(O)cc1.OCCCCCc1ccccc1. Given the product COC(=O)CCc1ccc(OCCCCCc2ccccc2)cc1, predict the reactants needed to synthesize it. (2) Given the product CNC(=O)c1nc(Br)ccc1N, predict the reactants needed to synthesize it. The reactants are: CCOC(=O)c1nc(Br)ccc1N.CN. (3) Given the product CC(=O)c1ccc(-c2cn3cc(I)ccc3n2)cc1, predict the reactants needed to synthesize it. The reactants are: CC(O)c1ccc(-c2cn3cc(I)ccc3n2)cc1. (4) Given the product CCOC(=O)NC(=S)Nc1ccccc1NC(=O)CN(C)C, predict the reactants needed to synthesize it. The reactants are: CCOC(=O)N=C=S.CN(C)CC(=O)Nc1ccccc1N. (5) Given the product Cn1nnc2ccc(CN(c3ccc([N+](=O)[O-])cc3)n3cnnc3)cc21, predict the reactants needed to synthesize it. The reactants are: Cn1nnc2ccc(CCl)cc21.O=[N+]([O-])c1ccc(Nn2cnnc2)cc1. (6) The reactants are: C1CCC(C2CCNCC2)CC1.O=c1[nH]c2ccccc2n1CCCI. Given the product O=c1[nH]c2ccccc2n1CCCN1CCC(C2CCCCC2)CC1, predict the reactants needed to synthesize it. (7) Given the product Cc1nc(C)c(C#N)c(NC(=O)NS(=O)(=O)c2ccccc2Cl)n1, predict the reactants needed to synthesize it. The reactants are: Cc1nc(C)c(C#N)c(N)n1.O=C=NS(=O)(=O)c1ccccc1Cl. (8) Given the product CCOC(=O)/C=C/C(=O)OCC=Cc1ccccc1, predict the reactants needed to synthesize it. The reactants are: CCOC(=O)C=CC(=O)Cl.OC/C=C/c1ccccc1. (9) Given the product COc1cc[nH]c1/C=C1\C(=O)Nc2ccc3oc(-c4ccccc4)nc3c21, predict the reactants needed to synthesize it. The reactants are: COc1cc[nH]c1C=O.O=C1Cc2c(ccc3oc(-c4ccccc4)nc23)N1.